This data is from Catalyst prediction with 721,799 reactions and 888 catalyst types from USPTO. The task is: Predict which catalyst facilitates the given reaction. (1) Reactant: [C:1]([C:3]1[CH:4]=[CH:5][C:6]([CH2:9][C:10]([O:12][CH3:13])=[O:11])=[N:7][CH:8]=1)#[N:2].[ClH:14]. Product: [Cl-:14].[CH3:13][O:12][C:10](=[O:11])[CH2:9][C:6]1[N:7]=[CH:8][C:3]([CH2:1][NH3+:2])=[CH:4][CH:5]=1. The catalyst class is: 19. (2) Reactant: [OH:1][CH2:2][CH2:3][C:4]1[C:8]2[CH:9]=[CH:10][C:11]([OH:13])=[CH:12][C:7]=2[O:6][CH:5]=1.C([O-])([O-])=O.[Cs+].[Cs+].Cl.Cl[C:22]1[S:23][C:24]2[C:25]([N:30]=1)=[N:26][CH:27]=[CH:28][CH:29]=2. Product: [S:23]1[C:24]2[C:25](=[N:26][CH:27]=[CH:28][CH:29]=2)[N:30]=[C:22]1[O:13][C:11]1[CH:10]=[CH:9][C:8]2[C:4]([CH2:3][CH2:2][OH:1])=[CH:5][O:6][C:7]=2[CH:12]=1. The catalyst class is: 3. (3) Reactant: [NH2:1][C:2]1[N:10]=[CH:9][N:8]=[C:7]2[C:3]=1[N:4]=[CH:5][N:6]2[CH:11]1[O:15][CH:14]([CH2:16][CH:17]([P:26](=[O:29])([OH:28])[OH:27])S(C2C=CC=CC=2)=O)[CH:13]([F:30])[CH:12]1[OH:31].C(N(CCCC)CCCC)CCC.C[Si](Cl)(C)C. Product: [NH2:1][C:2]1[N:10]=[CH:9][N:8]=[C:7]2[C:3]=1[N:4]=[CH:5][N:6]2[CH:11]1[O:15][CH:14]([CH:16]=[CH:17][P:26](=[O:27])([OH:28])[OH:29])[CH:13]([F:30])[CH:12]1[OH:31]. The catalyst class is: 3. (4) Reactant: [NH2:1][C:2]1[C:7]([C:8]([NH:10][C:11]2[CH:16]=[CH:15][CH:14]=[C:13]([CH3:17])[C:12]=2O)=[O:9])=[CH:6][C:5]([C:19]2[CH:20]=[N:21][N:22]([CH:24]3[CH2:29][CH2:28][N:27]([CH3:30])[CH2:26][CH2:25]3)[CH:23]=2)=[CH:4][N:3]=1.C(O)(C(F)(F)F)=O. Product: [CH3:17][C:13]1[C:12]2[O:9][C:8]([C:7]3[C:2]([NH2:1])=[N:3][CH:4]=[C:5]([C:19]4[CH:20]=[N:21][N:22]([CH:24]5[CH2:25][CH2:26][N:27]([CH3:30])[CH2:28][CH2:29]5)[CH:23]=4)[CH:6]=3)=[N:10][C:11]=2[CH:16]=[CH:15][CH:14]=1. The catalyst class is: 15. (5) Reactant: [C:1]([O:5][C:6]([N:8]1[CH:12]([CH3:13])[C:11]2[CH:14]=[C:15]([Sn](CCCC)(CCCC)CCCC)[S:16][C:10]=2[CH2:9]1)=[O:7])([CH3:4])([CH3:3])[CH3:2].[CH:30]1([N:33]2[C:42]3[C:37](=[CH:38][C:39]([F:45])=[C:40](I)[C:41]=3[CH3:43])[C:36](=[O:46])[NH:35][C:34]2=[O:47])[CH2:32][CH2:31]1.C1([As](C2C=CC=CC=2)C2C=CC=CC=2)C=CC=CC=1. Product: [C:1]([O:5][C:6]([N:8]1[CH:12]([CH3:13])[C:11]2[CH:14]=[C:15]([C:40]3[C:41]([CH3:43])=[C:42]4[C:37]([C:36](=[O:46])[NH:35][C:34](=[O:47])[N:33]4[CH:30]4[CH2:32][CH2:31]4)=[CH:38][C:39]=3[F:45])[S:16][C:10]=2[CH2:9]1)=[O:7])([CH3:2])([CH3:3])[CH3:4]. The catalyst class is: 747.